This data is from Forward reaction prediction with 1.9M reactions from USPTO patents (1976-2016). The task is: Predict the product of the given reaction. (1) Given the reactants C(OC(=O)[NH:7][C@@H:8]([C:11]1[CH:16]=[CH:15][C:14]([Cl:17])=[C:13]([C:18]([C:20]2[CH:21]=[N:22][C:23]([NH2:26])=[CH:24][CH:25]=2)=[O:19])[C:12]=1[F:27])[CH2:9][CH3:10])(C)(C)C.Cl.O1CCOCC1, predict the reaction product. The product is: [NH2:7][C@@H:8]([C:11]1[C:12]([F:27])=[C:13]([C:18]([C:20]2[CH:21]=[N:22][C:23]([NH2:26])=[CH:24][CH:25]=2)=[O:19])[C:14]([Cl:17])=[CH:15][CH:16]=1)[CH2:9][CH3:10]. (2) Given the reactants S1C=CCS1.[CH2:6]1[C@@H:10]([CH2:11][CH2:12][CH2:13][CH2:14][C:15]([OH:17])=[O:16])[S:9][S:8][CH2:7]1.[BH4-].[Na+].Cl, predict the reaction product. The product is: [CH2:12]([CH2:11][C@@H:10]([SH:9])[CH2:6][CH2:7][SH:8])[CH2:13][CH2:14][C:15]([OH:17])=[O:16]. (3) Given the reactants C([C:3]1[S:7][C:6]([C:8]2[CH:13]=[CH:12][C:11]([S:14](=[O:17])(=[O:16])[NH2:15])=[CH:10][CH:9]=2)=[N:5][C:4]=1C(O)=O)C.P([N:37]=[N+]=[N-])(OC1C=CC=CC=1)(OC1C=CC=CC=1)=O.[N:40]1([CH2:46][C:47]2[N:52]=[C:51]([NH2:53])[CH:50]=[CH:49][CH:48]=2)[CH2:45][CH2:44][CH2:43][CH2:42][CH2:41]1.[C:54]([OH:60])(C(F)(F)F)=O, predict the reaction product. The product is: [N:40]1([CH2:46][C:47]2[N:52]=[C:51]([NH:53][C:54](=[O:60])[NH:37][C:4]3[N:5]=[C:6]([C:8]4[CH:9]=[CH:10][C:11]([S:14]([NH2:15])(=[O:16])=[O:17])=[CH:12][CH:13]=4)[S:7][CH:3]=3)[CH:50]=[CH:49][CH:48]=2)[CH2:41][CH2:42][CH2:43][CH2:44][CH2:45]1. (4) Given the reactants [CH3:1][O:2][C:3]1[CH:49]=[CH:48][C:6]([CH2:7][N:8]([CH2:39][C:40]2[CH:45]=[CH:44][C:43]([O:46][CH3:47])=[CH:42][CH:41]=2)[C:9]2[N:14]=[CH:13][C:12]([C:15]3[C:16]4[CH2:29][CH2:28][N:27]([C:30]5[CH:38]=[CH:37][C:33]([C:34](O)=[O:35])=[CH:32][CH:31]=5)[C:17]=4[N:18]=[C:19]([N:21]4[CH2:26][CH2:25][O:24][CH2:23][CH2:22]4)[N:20]=3)=[CH:11][N:10]=2)=[CH:5][CH:4]=1.[N:50]1[CH:55]=[CH:54][C:53]([N:56]2[CH2:61][CH2:60][NH:59][CH2:58][CH2:57]2)=[CH:52][CH:51]=1, predict the reaction product. The product is: [CH3:47][O:46][C:43]1[CH:42]=[CH:41][C:40]([CH2:39][N:8]([CH2:7][C:6]2[CH:48]=[CH:49][C:3]([O:2][CH3:1])=[CH:4][CH:5]=2)[C:9]2[N:14]=[CH:13][C:12]([C:15]3[C:16]4[CH2:29][CH2:28][N:27]([C:30]5[CH:31]=[CH:32][C:33]([C:34]([N:59]6[CH2:60][CH2:61][N:56]([C:53]7[CH:54]=[CH:55][N:50]=[CH:51][CH:52]=7)[CH2:57][CH2:58]6)=[O:35])=[CH:37][CH:38]=5)[C:17]=4[N:18]=[C:19]([N:21]4[CH2:22][CH2:23][O:24][CH2:25][CH2:26]4)[N:20]=3)=[CH:11][N:10]=2)=[CH:45][CH:44]=1. (5) Given the reactants [NH2:1][C@@H:2]([CH2:19][C:20]1[CH:25]=[CH:24][C:23]([F:26])=[CH:22][CH:21]=1)[C:3]([NH:5][C:6]1[N:10]([CH3:11])[N:9]=[C:8]([C:12]2[CH:17]=[CH:16][N:15]=[C:14]([CH3:18])[CH:13]=2)[CH:7]=1)=[O:4].CCN(C(C)C)C(C)C.O.[C:37]([OH:41])(=[O:40])[CH:38]=O.C(O[BH-](OC(=O)C)OC(=O)C)(=O)C.[Na+].[Cl:56]CCCl, predict the reaction product. The product is: [ClH:56].[ClH:56].[F:26][C:23]1[CH:22]=[CH:21][C:20]([CH2:19][C@H:2]([NH:1][CH2:38][C:37]([OH:41])=[O:40])[C:3]([NH:5][C:6]2[N:10]([CH3:11])[N:9]=[C:8]([C:12]3[CH:17]=[CH:16][N:15]=[C:14]([CH3:18])[CH:13]=3)[CH:7]=2)=[O:4])=[CH:25][CH:24]=1. (6) Given the reactants [CH:1]([C:4]1[N:5]=[C:6](/[CH:9]=[CH:10]/[C:11]2[CH:37]=[CH:36][N:14]3[C:15](=[O:35])[C:16](/[CH:26]=[CH:27]/[C:28]([O:30]C(C)(C)C)=[O:29])=[C:17]([O:19][CH2:20][CH:21]4[CH2:25][CH2:24][O:23][CH2:22]4)[N:18]=[C:13]3[CH:12]=2)[S:7][CH:8]=1)([CH3:3])[CH3:2].Cl, predict the reaction product. The product is: [CH:1]([C:4]1[N:5]=[C:6](/[CH:9]=[CH:10]/[C:11]2[CH:37]=[CH:36][N:14]3[C:15](=[O:35])[C:16](/[CH:26]=[CH:27]/[C:28]([OH:30])=[O:29])=[C:17]([O:19][CH2:20][CH:21]4[CH2:25][CH2:24][O:23][CH2:22]4)[N:18]=[C:13]3[CH:12]=2)[S:7][CH:8]=1)([CH3:3])[CH3:2].